Dataset: Peptide-MHC class I binding affinity with 185,985 pairs from IEDB/IMGT. Task: Regression. Given a peptide amino acid sequence and an MHC pseudo amino acid sequence, predict their binding affinity value. This is MHC class I binding data. (1) The peptide sequence is WMYEGKHVL. The MHC is BoLA-D18.4 with pseudo-sequence BoLA-D18.4. The binding affinity (normalized) is 1.00. (2) The peptide sequence is IILAALFMYY. The MHC is HLA-A11:01 with pseudo-sequence HLA-A11:01. The binding affinity (normalized) is 0.389. (3) The peptide sequence is SVPEPAAGI. The MHC is HLA-B27:05 with pseudo-sequence HLA-B27:05. The binding affinity (normalized) is 0.0847. (4) The binding affinity (normalized) is 0.473. The MHC is HLA-B44:02 with pseudo-sequence HLA-B44:02. The peptide sequence is VELLSFLPSDF.